This data is from Aqueous solubility values for 9,982 compounds from the AqSolDB database. The task is: Regression/Classification. Given a drug SMILES string, predict its absorption, distribution, metabolism, or excretion properties. Task type varies by dataset: regression for continuous measurements (e.g., permeability, clearance, half-life) or binary classification for categorical outcomes (e.g., BBB penetration, CYP inhibition). For this dataset (solubility_aqsoldb), we predict Y. (1) The compound is CC(=O)OCn1cc(F)c(=O)[nH]c1=O. The Y is -0.670 log mol/L. (2) The compound is N#CI. The Y is -0.633 log mol/L.